From a dataset of Full USPTO retrosynthesis dataset with 1.9M reactions from patents (1976-2016). Predict the reactants needed to synthesize the given product. (1) Given the product [N:15]1[CH:16]=[CH:17][CH:18]=[C:13]([O:12][CH2:11][C:7]2[C:8]([I:10])=[CH:9][C:4]([C:3]([NH:32][C@H:31]([C:30]([OH:37])=[O:29])[CH2:33][CH2:34][S:35][CH3:36])=[O:26])=[C:5]([C:19]3[CH:24]=[CH:23][CH:22]=[CH:21][C:20]=3[CH3:25])[CH:6]=2)[CH:14]=1, predict the reactants needed to synthesize it. The reactants are: CO[C:3](=[O:26])[C:4]1[CH:9]=[C:8]([I:10])[C:7]([CH2:11][O:12][C:13]2[CH:14]=[N:15][CH:16]=[CH:17][CH:18]=2)=[CH:6][C:5]=1[C:19]1[CH:24]=[CH:23][CH:22]=[CH:21][C:20]=1[CH3:25].Cl.C[O:29][C:30](=[O:37])[C@H:31]([CH2:33][CH2:34][S:35][CH3:36])[NH2:32].N. (2) Given the product [Cl:16][C:17]1[CH:18]=[CH:19][C:20]([C:23]2[CH:24]=[CH:25][C:26]([C:29]#[C:30][C:2]3[CH:3]=[CH:4][C:5]([NH:8][CH2:9][CH2:10][N:11]4[CH2:15][CH2:14][CH2:13][CH2:12]4)=[N:6][CH:7]=3)=[N:27][CH:28]=2)=[CH:21][CH:22]=1, predict the reactants needed to synthesize it. The reactants are: Br[C:2]1[CH:3]=[CH:4][C:5]([NH:8][CH2:9][CH2:10][N:11]2[CH2:15][CH2:14][CH2:13][CH2:12]2)=[N:6][CH:7]=1.[Cl:16][C:17]1[CH:22]=[CH:21][C:20]([C:23]2[CH:24]=[CH:25][C:26]([C:29]#[CH:30])=[N:27][CH:28]=2)=[CH:19][CH:18]=1.